This data is from Reaction yield outcomes from USPTO patents with 853,638 reactions. The task is: Predict the reaction yield, written as a fraction of the theoretical maximum amount of product (1.0 means a 100% yield; for example, 0.34 means a 34% yield). The product is [CH3:12][CH:13]([N:15]1[CH2:21][CH2:20][CH2:19][N:18]([C:2]2[N:7]=[CH:6][C:5]([C:8]([O:10][CH3:11])=[O:9])=[CH:4][N:3]=2)[CH2:17][CH2:16]1)[CH3:14]. The yield is 0.790. The catalyst is ClCCl. The reactants are Cl[C:2]1[N:7]=[CH:6][C:5]([C:8]([O:10][CH3:11])=[O:9])=[CH:4][N:3]=1.[CH3:12][CH:13]([N:15]1[CH2:21][CH2:20][CH2:19][NH:18][CH2:17][CH2:16]1)[CH3:14].C(N(C(C)C)C(C)C)C.